Dataset: Reaction yield outcomes from USPTO patents with 853,638 reactions. Task: Predict the reaction yield, written as a fraction of the theoretical maximum amount of product (1.0 means a 100% yield; for example, 0.34 means a 34% yield). (1) The reactants are CON(C)[C:4](=[O:13])[CH2:5][C:6]1[CH:7]=[C:8]([CH3:12])[CH:9]=[CH:10][CH:11]=1.[C:15]1([Mg]Br)[CH:20]=[CH:19][CH:18]=[CH:17][CH:16]=1. The catalyst is C1COCC1. The product is [C:15]1([C:4](=[O:13])[CH2:5][C:6]2[CH:7]=[C:8]([CH3:12])[CH:9]=[CH:10][CH:11]=2)[CH:20]=[CH:19][CH:18]=[CH:17][CH:16]=1. The yield is 0.846. (2) The reactants are C1(C#C)C=CC=CC=1.Cl[CH2:10][CH2:11][CH2:12][C:13]#[C:14][C:15]1[CH:20]=[CH:19][CH:18]=[CH:17][CH:16]=1.[Li]CCCC.BrCCCCl.[I-:31].[Na+]. The catalyst is C1COCC1. The product is [I:31][CH2:10][CH2:11][CH2:12][C:13]#[C:14][C:15]1[CH:20]=[CH:19][CH:18]=[CH:17][CH:16]=1. The yield is 0.980. (3) The reactants are [N+:1]([C:4]1[CH:5]=[C:6]([CH:9]=[CH:10][C:11]=1[CH:12]=[CH2:13])[C:7]#[N:8])([O-])=O. The catalyst is C(O)C.[C].[Pd]. The product is [NH2:1][C:4]1[CH:5]=[C:6]([CH:9]=[CH:10][C:11]=1[CH2:12][CH3:13])[C:7]#[N:8]. The yield is 0.980.